Dataset: Full USPTO retrosynthesis dataset with 1.9M reactions from patents (1976-2016). Task: Predict the reactants needed to synthesize the given product. (1) Given the product [CH3:37][C:35]1[CH:36]=[C:31]([C:27]2[CH:26]=[C:25]([C:23]3[CH2:22][C:21](=[O:39])[NH:20][C:9]4[CH:10]=[C:11]([C:16]([F:18])([F:19])[F:17])[C:12]([CH:14]=[CH2:15])=[CH:13][C:8]=4[N:7]=3)[CH:30]=[CH:29][CH:28]=2)[CH:32]=[C:33]([CH3:38])[N:34]=1, predict the reactants needed to synthesize it. The reactants are: C(OC(=O)[NH:7][C:8]1[CH:13]=[C:12]([CH:14]=[CH2:15])[C:11]([C:16]([F:19])([F:18])[F:17])=[CH:10][C:9]=1[NH:20][C:21](=[O:39])[CH2:22][C:23]([C:25]1[CH:30]=[CH:29][CH:28]=[C:27]([C:31]2[CH:36]=[C:35]([CH3:37])[N:34]=[C:33]([CH3:38])[CH:32]=2)[CH:26]=1)=O)(C)(C)C.C(O)(C(F)(F)F)=O. (2) The reactants are: [NH2:1][C:2]1[C:3]([OH:10])=[CH:4][C:5]([CH2:8][NH2:9])=[N:6][CH:7]=1.C(N(CC)CC)C.CO[CH:20]=[C:21]1[C:30]2[C:25](=[CH:26][CH:27]=[C:28]([I:31])[CH:29]=2)[C:24](=[O:32])[NH:23][C:22]1=[O:33]. Given the product [NH2:1][C:2]1[C:3]([OH:10])=[CH:4][C:5]([CH2:8][NH:9][CH:20]=[C:21]2[C:30]3[C:25](=[CH:26][CH:27]=[C:28]([I:31])[CH:29]=3)[C:24](=[O:32])[NH:23][C:22]2=[O:33])=[N:6][CH:7]=1, predict the reactants needed to synthesize it. (3) Given the product [CH3:1][N:2]([CH3:34])[C:3]([C:5]1[C:22]([CH2:23][CH:24]([OH:39])[CH2:25][C:26]2[CH:27]=[CH:28][CH:29]=[CH:30][CH:31]=2)=[C:21]([OH:33])[C:8]2[N:9]=[C:10]([CH3:20])[N:11]([CH2:12][O:13][CH2:14][CH2:15][Si:16]([CH3:17])([CH3:18])[CH3:19])[C:7]=2[CH:6]=1)=[O:4], predict the reactants needed to synthesize it. The reactants are: [CH3:1][N:2]([CH3:34])[C:3]([C:5]1[C:22]([CH2:23][CH2:24][C:25](=O)[C:26]2[CH:31]=[CH:30][CH:29]=[CH:28][CH:27]=2)=[C:21]([OH:33])[C:8]2[N:9]=[C:10]([CH3:20])[N:11]([CH2:12][O:13][CH2:14][CH2:15][Si:16]([CH3:19])([CH3:18])[CH3:17])[C:7]=2[CH:6]=1)=[O:4].[BH4-].[Na+].[Cl-].[NH4+].[OH2:39]. (4) Given the product [I:12][C:13]1[C:21]2[C:16](=[N:17][CH:18]=[N:19][C:20]=2[NH2:22])[N:15]([CH:6]2[CH2:7][CH2:8][CH2:9][C:10]3[N:2]([CH3:1])[N:3]=[CH:4][C:5]2=3)[N:14]=1, predict the reactants needed to synthesize it. The reactants are: [CH3:1][N:2]1[C:10]2[CH2:9][CH2:8][CH2:7][CH:6](O)[C:5]=2[CH:4]=[N:3]1.[I:12][C:13]1[C:21]2[C:16](=[N:17][CH:18]=[N:19][C:20]=2[NH2:22])[NH:15][N:14]=1.C1C=CC(P(C2C=CC=CC=2)C2C=CC=CC=2)=CC=1.CC(OC(/N=N/C(OC(C)C)=O)=O)C. (5) Given the product [CH3:32][O:1][C@@H:2]([C@@H:20]1[CH2:24][CH2:23][CH2:22][N:21]1[C:25]([O:27][C:28]([CH3:29])([CH3:31])[CH3:30])=[O:26])[C@@H:3]([CH3:19])[C:4]([N:6]1[C@H:10]([CH3:11])[C@H:9]([C:12]2[CH:17]=[CH:16][CH:15]=[CH:14][CH:13]=2)[O:8][C:7]1=[O:18])=[O:5], predict the reactants needed to synthesize it. The reactants are: [OH:1][C@@H:2]([C@@H:20]1[CH2:24][CH2:23][CH2:22][N:21]1[C:25]([O:27][C:28]([CH3:31])([CH3:30])[CH3:29])=[O:26])[C@@H:3]([CH3:19])[C:4]([N:6]1[C@H:10]([CH3:11])[C@H:9]([C:12]2[CH:17]=[CH:16][CH:15]=[CH:14][CH:13]=2)[O:8][C:7]1=[O:18])=[O:5].[CH3:32]N(C)C1C2C(=CC=CC=2N(C)C)C=CC=1.F[B-](F)(F)F.C[O+](C)C.